This data is from Full USPTO retrosynthesis dataset with 1.9M reactions from patents (1976-2016). The task is: Predict the reactants needed to synthesize the given product. Given the product [C:5]([Cl:3])(=[O:18])[CH2:6][CH2:7][CH2:8][CH2:9][CH2:10][CH2:11][CH2:12][CH2:13][CH2:14][CH2:15][CH3:16], predict the reactants needed to synthesize it. The reactants are: S(Cl)([Cl:3])=O.[C:5]([OH:18])(=O)[CH2:6][CH2:7][CH2:8][CH2:9][CH2:10][CH2:11][CH2:12][CH2:13][CH2:14][CH2:15][CH3:16].